This data is from Forward reaction prediction with 1.9M reactions from USPTO patents (1976-2016). The task is: Predict the product of the given reaction. (1) Given the reactants [OH-].[Na+].C[C:4]1[C:5]([CH2:16][C:17]2[CH:22]=[CH:21][CH:20]=[CH:19][CH:18]=2)=[C:6]([CH:10]=[CH:11][C:12]=1[N+:13]([O-:15])=[O:14])[C:7]([OH:9])=[O:8], predict the reaction product. The product is: [CH2:16]([C:5]1[CH:4]=[C:12]([N+:13]([O-:15])=[O:14])[CH:11]=[CH:10][C:6]=1[C:7]([OH:9])=[O:8])[C:17]1[CH:22]=[CH:21][CH:20]=[CH:19][CH:18]=1. (2) Given the reactants C1(P(C2C=CC=CC=2)C2C=CC=CC=2)C=CC=CC=1.N(C(OC)=O)=NC(OC)=O.[CH3:30][O:31][C:32](=[O:62])[C@H:33]([NH:42][S:43]([C:46]1[CH:51]=[CH:50][C:49]([O:52][CH2:53][C:54]2[CH:59]=[C:58]([F:60])[CH:57]=[C:56]([F:61])[CH:55]=2)=[CH:48][CH:47]=1)(=[O:45])=[O:44])[C@@H:34]([S:36]([CH2:39][CH2:40]O)(=O)=O)[CH3:35], predict the reaction product. The product is: [CH3:30][O:31][C:32]([C@H:33]1[C@H:34]([CH3:35])[S:36][CH2:39][CH2:40][N:42]1[S:43]([C:46]1[CH:47]=[CH:48][C:49]([O:52][CH2:53][C:54]2[CH:55]=[C:56]([F:61])[CH:57]=[C:58]([F:60])[CH:59]=2)=[CH:50][CH:51]=1)(=[O:45])=[O:44])=[O:62].